This data is from Forward reaction prediction with 1.9M reactions from USPTO patents (1976-2016). The task is: Predict the product of the given reaction. (1) Given the reactants [C:1]1([C:12]2[CH:17]=[CH:16][CH:15]=[CH:14][CH:13]=2)[CH:6]=[CH:5][C:4]([C:7]2[CH:11]=CO[CH:8]=2)=[CH:3][CH:2]=1.[CH2:18]([C@H:25]1[CH2:29][O:28][C:27]([CH3:31])([CH3:30])[N:26]1[C:32](=[O:40])[CH2:33][N:34]1C=C(I)C=[N:35]1)[C:19]1[CH:24]=[CH:23][CH:22]=[CH:21][CH:20]=1.C1(C2C=CC=CC=2)C=CC(B(O)O)=CC=1, predict the reaction product. The product is: [CH2:18]([C@H:25]1[CH2:29][O:28][C:27]([CH3:31])([CH3:30])[N:26]1[C:32](=[O:40])[CH2:33][N:34]1[CH:8]=[C:7]([C:4]2[CH:3]=[CH:2][C:1]([C:12]3[CH:13]=[CH:14][CH:15]=[CH:16][CH:17]=3)=[CH:6][CH:5]=2)[CH:11]=[N:35]1)[C:19]1[CH:20]=[CH:21][CH:22]=[CH:23][CH:24]=1. (2) Given the reactants C1(N=C=NC2CCCCC2)CCCCC1.[CH3:16][N:17]([C:23]([O:25][C:26]([CH3:29])([CH3:28])[CH3:27])=[O:24])[CH:18]([CH3:22])[C:19]([OH:21])=O.[Br:30][C:31]1[CH:32]=[CH:33][C:34]([NH2:49])=[N:35][C:36]=1[C:37]#[C:38][Si:39]([CH:46]([CH3:48])[CH3:47])([CH:43]([CH3:45])[CH3:44])[CH:40]([CH3:42])[CH3:41], predict the reaction product. The product is: [C:26]([O:25][C:23](=[O:24])[N:17]([CH:18]([CH3:22])[C:19]([NH:49][C:34]1[CH:33]=[CH:32][C:31]([Br:30])=[C:36]([C:37]#[C:38][Si:39]([CH:40]([CH3:42])[CH3:41])([CH:46]([CH3:48])[CH3:47])[CH:43]([CH3:45])[CH3:44])[N:35]=1)=[O:21])[CH3:16])([CH3:29])([CH3:28])[CH3:27].